Dataset: Catalyst prediction with 721,799 reactions and 888 catalyst types from USPTO. Task: Predict which catalyst facilitates the given reaction. (1) Reactant: [F:1][C:2]([F:19])([F:18])[C:3]1[CH:8]=[CH:7][C:6]([C:9]2([C:15]([OH:17])=O)[CH2:14][CH2:13][O:12][CH2:11][CH2:10]2)=[CH:5][CH:4]=1.S(Cl)(Cl)=O.[C:24]([O:32][CH2:33][CH3:34])(=[O:31])[CH2:25][C:26]([O:28][CH2:29][CH3:30])=[O:27].[Mg+2].[Cl-].[Cl-]. Product: [F:18][C:2]([F:1])([F:19])[C:3]1[CH:4]=[CH:5][C:6]([C:9]2([C:15]([CH:25]([C:26]([O:28][CH2:29][CH3:30])=[O:27])[C:24]([O:32][CH2:33][CH3:34])=[O:31])=[O:17])[CH2:10][CH2:11][O:12][CH2:13][CH2:14]2)=[CH:7][CH:8]=1. The catalyst class is: 290. (2) Reactant: [CH3:1][C:2]1[C:11]2[C:6](=[CH:7][CH:8]=[CH:9][CH:10]=2)[N:5]=[CH:4][C:3]=1[N+:12]([O-])=O.O.O.[Sn](Cl)Cl.[OH-].[Na+]. Product: [NH2:12][C:3]1[CH:4]=[N:5][C:6]2[C:11]([C:2]=1[CH3:1])=[CH:10][CH:9]=[CH:8][CH:7]=2. The catalyst class is: 126. (3) Reactant: C[O:2][C:3](=[O:27])[C:4]1[C:9]([NH:10][CH:11]([CH2:14][CH3:15])[CH2:12][CH3:13])=[CH:8][C:7]([CH3:16])=[N:6][C:5]=1[O:17][C:18]1[C:23]([CH3:24])=[CH:22][C:21]([CH3:25])=[CH:20][C:19]=1[CH3:26].[OH-].[Li+]. Product: [CH2:12]([CH:11]([NH:10][C:9]1[C:4]([C:3]([OH:27])=[O:2])=[C:5]([O:17][C:18]2[C:23]([CH3:24])=[CH:22][C:21]([CH3:25])=[CH:20][C:19]=2[CH3:26])[N:6]=[C:7]([CH3:16])[CH:8]=1)[CH2:14][CH3:15])[CH3:13]. The catalyst class is: 38. (4) Reactant: Br[C:2]1[CH:10]=[CH:9][CH:8]=[C:7]2[C:3]=1[C:4]1([C:20]3=[CH:21][C:22]4[O:26][CH2:25][O:24][C:23]=4[CH:27]=[C:19]3[O:18][CH2:17]1)[C:5](=[O:16])[N:6]2[CH2:11][CH2:12][CH2:13][CH2:14][CH3:15].C(N(CC)CC)C.[NH2:35][C:36]1[CH:41]=[CH:40][CH:39]=[CH:38][N:37]=1.[C]=O.CN(C)[CH:46]=[O:47]. Product: [O:16]=[C:5]1[C:4]2([C:20]3=[CH:21][C:22]4[O:26][CH2:25][O:24][C:23]=4[CH:27]=[C:19]3[O:18][CH2:17]2)[C:3]2[C:2]([C:46]([NH:35][C:36]3[CH:41]=[CH:40][CH:39]=[CH:38][N:37]=3)=[O:47])=[CH:10][CH:9]=[CH:8][C:7]=2[N:6]1[CH2:11][CH2:12][CH2:13][CH2:14][CH3:15]. The catalyst class is: 535. (5) Reactant: C([N:8]1[CH:13]=[C:12]([O:14][CH:15]([CH:17]2[CH2:21][CH2:20][CH2:19][NH:18]2)[CH3:16])[CH:11]=[CH:10][CH:9]1[Cl:22])(OC(C)(C)C)=O. Product: [Cl:22][C:9]1[CH:10]=[CH:11][C:12]([O:14][CH:15]([CH:17]2[CH2:21][CH2:20][CH2:19][NH:18]2)[CH3:16])=[CH:13][N:8]=1. The catalyst class is: 89. (6) Reactant: Cl[CH2:2][C:3]1[S:7][C:6]([C:8]2[NH:9][C:10]3[C:15]([CH:16]=2)=[CH:14][CH:13]=[CH:12][C:11]=3[NH:17][S:18]([C:21]2[S:22][CH:23]=[CH:24][CH:25]=2)(=[O:20])=[O:19])=[N:5][CH:4]=1.[N:26]1([CH2:32][C:33]([O:35][CH2:36][CH3:37])=[O:34])[CH2:31][CH2:30][NH:29][CH2:28][CH2:27]1.C(N(CC)CC)C.[Cl-].[NH4+]. Product: [CH2:36]([O:35][C:33](=[O:34])[CH2:32][N:26]1[CH2:31][CH2:30][N:29]([CH2:2][C:3]2[S:7][C:6]([C:8]3[NH:9][C:10]4[C:15]([CH:16]=3)=[CH:14][CH:13]=[CH:12][C:11]=4[NH:17][S:18]([C:21]3[S:22][CH:23]=[CH:24][CH:25]=3)(=[O:20])=[O:19])=[N:5][CH:4]=2)[CH2:28][CH2:27]1)[CH3:37]. The catalyst class is: 9. (7) Reactant: N[CH2:2][CH2:3][CH2:4][CH2:5][CH:6]([NH:17][C:18]([C:20]1[CH:25]=[CH:24][CH:23]=[CH:22][CH:21]=1)=[O:19])[C:7]([NH:9][CH2:10][C:11]1[CH:16]=[CH:15][CH:14]=[CH:13][CH:12]=1)=[O:8].N([O-])=[O:27].[Na+].C(O)(=O)C. Product: [C:20]1([C:18]([NH:17][CH:6]([CH2:5][CH2:4][CH2:3][CH2:2][OH:27])[C:7]([NH:9][CH2:10][C:11]2[CH:16]=[CH:15][CH:14]=[CH:13][CH:12]=2)=[O:8])=[O:19])[CH:25]=[CH:24][CH:23]=[CH:22][CH:21]=1. The catalyst class is: 192. (8) Reactant: [Cl:1][C:2]1[C:3]([C:24]2[CH:34]=[CH:33][C:27]([O:28][CH2:29][C:30]([OH:32])=O)=[CH:26][CH:25]=2)=[C:4]2[C:18]3[CH2:19][CH2:20][S:21](=[O:23])[CH2:22][C:17]=3[S:16][C:5]2=[N:6][C:7]=1[CH2:8][N:9]1[C:13](=[O:14])[CH2:12][CH2:11][C:10]1=[O:15].[CH2:35]([NH2:42])[C:36]1[CH:41]=[CH:40][CH:39]=[CH:38][CH:37]=1.Cl.C(N=C=NCCCN(C)C)C.O.ON1C2C=CC=CC=2N=C1. Product: [CH2:35]([NH:42][C:30](=[O:32])[CH2:29][O:28][C:27]1[CH:33]=[CH:34][C:24]([C:3]2[C:2]([Cl:1])=[C:7]([CH2:8][N:9]3[C:10](=[O:15])[CH2:11][CH2:12][C:13]3=[O:14])[N:6]=[C:5]3[S:16][C:17]4[CH2:22][S:21](=[O:23])[CH2:20][CH2:19][C:18]=4[C:4]=23)=[CH:25][CH:26]=1)[C:36]1[CH:41]=[CH:40][CH:39]=[CH:38][CH:37]=1. The catalyst class is: 136. (9) Reactant: [OH:1][C@@H:2]1[CH2:7][CH2:6][C@H:5]([C:8]([OH:10])=[O:9])[CH2:4][CH2:3]1.S(=O)(=O)(O)O.[C:16](=O)([O-])[O-].[Na+].[Na+]. Product: [CH3:16][O:9][C:8]([C@H:5]1[CH2:6][CH2:7][C@@H:2]([OH:1])[CH2:3][CH2:4]1)=[O:10]. The catalyst class is: 5.